This data is from Forward reaction prediction with 1.9M reactions from USPTO patents (1976-2016). The task is: Predict the product of the given reaction. (1) Given the reactants [F:1][C:2]1[CH:7]=[CH:6][C:5]([CH:8]([OH:24])[CH:9]([CH2:15][C:16]2[CH:21]=[CH:20][C:19]([O:22][CH3:23])=[CH:18][CH:17]=2)[C:10]([O:12]CC)=[O:11])=[CH:4][CH:3]=1.[H-].[Na+].Cl.O, predict the reaction product. The product is: [F:1][C:2]1[CH:3]=[CH:4][C:5]([CH:8]([OH:24])[CH:9]([CH2:15][C:16]2[CH:17]=[CH:18][C:19]([O:22][CH3:23])=[CH:20][CH:21]=2)[C:10]([OH:12])=[O:11])=[CH:6][CH:7]=1. (2) Given the reactants [CH3:1][C:2]1[C:3]([N:8](COCCOC)[S:9]([C:12]2[S:13][CH:14]=[CH:15][C:16]=2[C:17]2[CH:22]=[CH:21][C:20]([CH:23](S)[N:24]3[C:33]4[C:28](=[C:29]([CH2:36][CH3:37])[N:30]=[C:31]([CH2:34][CH3:35])[CH:32]=4)[C:27](C4C=CC=CC=4)=[CH:26][C:25]3=[O:44])=[CH:19][CH:18]=2)(=[O:11])=[O:10])=[N:4][O:5][C:6]=1[CH3:7].[C:52](=[O:55])(O)[O-].[Na+], predict the reaction product. The product is: [CH3:1][C:2]1[C:3]([NH:8][S:9]([C:12]2[S:13][CH:14]=[CH:15][C:16]=2[C:17]2[CH:18]=[CH:19][C:20]([CH2:23][N:24]3[C:33]4[C:28](=[C:29]([CH2:36][CH3:37])[N:30]=[C:31]([CH2:34][CH3:35])[CH:32]=4)[C:27]([O:55][C:52]4[CH:18]=[CH:17][CH:16]=[CH:15][CH:14]=4)=[CH:26][C:25]3=[O:44])=[CH:21][CH:22]=2)(=[O:11])=[O:10])=[N:4][O:5][C:6]=1[CH3:7]. (3) Given the reactants Cl[C:2]1[CH:7]=[C:6]([Cl:8])[N:5]=[CH:4][N:3]=1.[N:9]1[C:18]2[C:13](=[CH:14][CH:15]=[CH:16][C:17]=2B(O)O)[CH:12]=[CH:11][CH:10]=1.P([O-])([O-])([O-])=O.[K+].[K+].[K+], predict the reaction product. The product is: [Cl:8][C:6]1[CH:7]=[C:2]([C:17]2[CH:16]=[CH:15][CH:14]=[C:13]3[C:18]=2[N:9]=[CH:10][CH:11]=[CH:12]3)[N:3]=[CH:4][N:5]=1. (4) The product is: [Cl:34][C:31]1[CH:32]=[CH:33][C:28]2[N:27]([CH3:35])[C:26](=[O:36])[CH2:25][N:24]=[C:23]([C:2]3[CH:7]=[CH:6][CH:5]=[C:4]([O:8][CH3:9])[N:3]=3)[C:29]=2[CH:30]=1. Given the reactants Br[C:2]1[CH:7]=[CH:6][CH:5]=[C:4]([O:8][CH3:9])[N:3]=1.[Li]CCCC.B(OC)(OC)OC.Cl[C:23]1[C:29]2[CH:30]=[C:31]([Cl:34])[CH:32]=[CH:33][C:28]=2[N:27]([CH3:35])[C:26](=[O:36])[CH2:25][N:24]=1.[F-].[Cs+], predict the reaction product. (5) The product is: [Cl:5][C:6]1[N:14]=[C:13]2[C:9]([N:10]([CH2:2][C:3]#[N:4])[C:11](=[O:20])[N:12]2[CH:15]2[CH2:19][CH2:18][CH2:17][CH2:16]2)=[CH:8][N:7]=1. Given the reactants Br[CH2:2][C:3]#[N:4].[Cl:5][C:6]1[N:14]=[C:13]2[C:9]([NH:10][C:11](=[O:20])[N:12]2[CH:15]2[CH2:19][CH2:18][CH2:17][CH2:16]2)=[CH:8][N:7]=1.[H-].[Na+].CCCC(C)C, predict the reaction product.